Task: Predict the reactants needed to synthesize the given product.. Dataset: Full USPTO retrosynthesis dataset with 1.9M reactions from patents (1976-2016) (1) Given the product [Cl:1][C:2]1[CH:27]=[CH:26][C:5]([CH2:6][N:7]2[C:15]3[C:10](=[CH:11][C:12]([CH:16]=[C:17]4[S:21][C:20]([N:32]5[CH2:35][CH:34]([N:36]6[CH2:41][C@H:40]([CH3:42])[O:39][C@H:38]([CH3:43])[CH2:37]6)[CH2:33]5)=[N:19][C:18]4=[O:25])=[CH:13][CH:14]=3)[CH:9]=[N:8]2)=[C:4]([C:28]([F:31])([F:30])[F:29])[CH:3]=1, predict the reactants needed to synthesize it. The reactants are: [Cl:1][C:2]1[CH:27]=[CH:26][C:5]([CH2:6][N:7]2[C:15]3[C:10](=[CH:11][C:12]([CH:16]=[C:17]4[S:21][C:20](SCC)=[N:19][C:18]4=[O:25])=[CH:13][CH:14]=3)[CH:9]=[N:8]2)=[C:4]([C:28]([F:31])([F:30])[F:29])[CH:3]=1.[NH:32]1[CH2:35][CH:34]([N:36]2[CH2:41][C@H:40]([CH3:42])[O:39][C@H:38]([CH3:43])[CH2:37]2)[CH2:33]1. (2) Given the product [CH3:6][O:7][CH2:8][C@H:9]1[C:18]2[C:13](=[C:14]([CH3:19])[CH:15]=[CH:16][CH:17]=2)[CH2:12][CH2:11][N:10]1[S@@:27]([C:24]1[CH:25]=[CH:26][C:21]([CH3:20])=[CH:22][CH:23]=1)=[O:28], predict the reactants needed to synthesize it. The reactants are: C([Li])CCC.[CH3:6][O:7][CH2:8][CH:9]1[C:18]2[C:13](=[C:14]([CH3:19])[CH:15]=[CH:16][CH:17]=2)[CH2:12][CH2:11][NH:10]1.[CH3:20][C:21]1[CH:26]=[CH:25][C:24]([S:27](O[C@@H]2C[C@H](C)CC[C@H]2C(C)C)=[O:28])=[CH:23][CH:22]=1.P(O)([O-])([O-])=O.[Na+].[Na+]. (3) The reactants are: [N:1]([C:4]1[CH:11]=[CH:10][C:7]([C:8]#[N:9])=[C:6]([C:12]([F:15])([F:14])[F:13])[CH:5]=1)=[C:2]=[S:3].[CH3:16][O:17][C:18](=[O:31])[C:19]1[CH:24]=[CH:23][C:22]([NH:25][C:26]([C:29]#N)([CH3:28])[CH3:27])=[CH:21][CH:20]=1.C[OH:33].Cl. Given the product [CH3:16][O:17][C:18](=[O:31])[C:19]1[CH:24]=[CH:23][C:22]([N:25]2[C:26]([CH3:27])([CH3:28])[C:29](=[O:33])[N:1]([C:4]3[CH:11]=[CH:10][C:7]([C:8]#[N:9])=[C:6]([C:12]([F:13])([F:15])[F:14])[CH:5]=3)[C:2]2=[S:3])=[CH:21][CH:20]=1, predict the reactants needed to synthesize it. (4) Given the product [Cl:25][C:10]1[C:11]2[O:15][CH:14]=[CH:13][C:12]=2[C:7]([C:1]2[CH:6]=[CH:5][CH:4]=[CH:3][CH:2]=2)=[N:8][N:9]=1, predict the reactants needed to synthesize it. The reactants are: [C:1]1([C:7]2[C:12]3[CH:13]=[CH:14][O:15][C:11]=3[C:10](O)=[N:9][N:8]=2)[CH:6]=[CH:5][CH:4]=[CH:3][CH:2]=1.N1C=CC=CC=1.O=P(Cl)(Cl)[Cl:25].